This data is from Catalyst prediction with 721,799 reactions and 888 catalyst types from USPTO. The task is: Predict which catalyst facilitates the given reaction. (1) Product: [C:15]([C:12]1[CH:11]=[CH:10][C:9]([C@H:8]2[N:7]3[N:17]=[C:18]([NH:20][CH2:31][CH3:32])[N:19]=[C:6]3[N:5]([C:33]3[CH:38]=[CH:37][CH:36]=[C:35]([C:39]([F:41])([F:42])[F:40])[CH:34]=3)[C:4]([CH3:43])=[C:3]2[C:1]#[N:2])=[CH:14][CH:13]=1)#[N:16]. The catalyst class is: 19. Reactant: [C:1]([C:3]1[C@@H:8]([C:9]2[CH:14]=[CH:13][C:12]([C:15]#[N:16])=[CH:11][CH:10]=2)[N:7]2[N:17]=[C:18]([N:20]([CH2:31][CH3:32])C(=O)OCC3C=CC=CC=3)[N:19]=[C:6]2[N:5]([C:33]2[CH:38]=[CH:37][CH:36]=[C:35]([C:39]([F:42])([F:41])[F:40])[CH:34]=2)[C:4]=1[CH3:43])#[N:2]. (2) Reactant: CON(C)[C:4](=[O:16])[CH2:5][C@H:6]([NH:8][C:9](=[O:15])[O:10][C:11]([CH3:14])([CH3:13])[CH3:12])[CH3:7].[H-].[H-].[H-].[H-].[Li+].[Al+3].C1COCC1. Product: [O:16]=[CH:4][CH2:5][C@H:6]([NH:8][C:9](=[O:15])[O:10][C:11]([CH3:14])([CH3:13])[CH3:12])[CH3:7]. The catalyst class is: 28. (3) Reactant: [Cl:1][C:2]1[C:3]([CH2:11][NH2:12])=[CH:4][C:5]2[O:9][CH2:8][O:7][C:6]=2[CH:10]=1.[Cl:13][C:14]1[CH:19]=[CH:18][CH:17]=[CH:16][C:15]=1[CH2:20][N:21]1[C:26](=[O:27])[C:25]([C:28]([NH:30][CH2:31][C:32]([O:34]CC)=[O:33])=[O:29])=[C:24]([OH:37])[C:23]([C:38](OC)=[O:39])=[C:22]1[OH:42]. Product: [Cl:1][C:2]1[C:3]([CH2:11][NH:12][C:38]([C:23]2[C:24]([OH:37])=[C:25]([C:28]([NH:30][CH2:31][C:32]([OH:34])=[O:33])=[O:29])[C:26](=[O:27])[N:21]([CH2:20][C:15]3[CH:16]=[CH:17][CH:18]=[CH:19][C:14]=3[Cl:13])[C:22]=2[OH:42])=[O:39])=[CH:4][C:5]2[O:9][CH2:8][O:7][C:6]=2[CH:10]=1. The catalyst class is: 22. (4) Reactant: [C:1]([N:9]1[CH2:14][CH2:13][N:12]([C:15](=[O:26])[C:16]([C:18]2[CH:23]=[CH:22][C:21]([Br:24])=[CH:20][C:19]=2F)=[O:17])[C@H:11]([CH3:27])[CH2:10]1)(=[O:8])[C:2]1[CH:7]=[CH:6][CH:5]=[CH:4][CH:3]=1.[CH3:28][NH:29][CH3:30].CCOC(C)=O.CCCCCC. Product: [C:1]([N:9]1[CH2:14][CH2:13][N:12]([C:15](=[O:26])[C:16]([C:18]2[CH:23]=[CH:22][C:21]([Br:24])=[CH:20][C:19]=2[N:29]([CH3:30])[CH3:28])=[O:17])[C@H:11]([CH3:27])[CH2:10]1)(=[O:8])[C:2]1[CH:7]=[CH:6][CH:5]=[CH:4][CH:3]=1. The catalyst class is: 16.